This data is from NCI-60 drug combinations with 297,098 pairs across 59 cell lines. The task is: Regression. Given two drug SMILES strings and cell line genomic features, predict the synergy score measuring deviation from expected non-interaction effect. (1) Drug 1: C1=CC(=CC=C1CCCC(=O)O)N(CCCl)CCCl. Drug 2: CN(CC1=CN=C2C(=N1)C(=NC(=N2)N)N)C3=CC=C(C=C3)C(=O)NC(CCC(=O)O)C(=O)O. Cell line: MDA-MB-231. Synergy scores: CSS=9.17, Synergy_ZIP=-1.01, Synergy_Bliss=11.9, Synergy_Loewe=4.69, Synergy_HSA=5.32. (2) Drug 1: CN(CC1=CN=C2C(=N1)C(=NC(=N2)N)N)C3=CC=C(C=C3)C(=O)NC(CCC(=O)O)C(=O)O. Drug 2: CC1=CC=C(C=C1)C2=CC(=NN2C3=CC=C(C=C3)S(=O)(=O)N)C(F)(F)F. Cell line: M14. Synergy scores: CSS=16.9, Synergy_ZIP=-3.75, Synergy_Bliss=-8.39, Synergy_Loewe=-7.85, Synergy_HSA=-7.39. (3) Drug 1: COC1=CC(=CC(=C1O)OC)C2C3C(COC3=O)C(C4=CC5=C(C=C24)OCO5)OC6C(C(C7C(O6)COC(O7)C8=CC=CS8)O)O. Drug 2: CC1CCCC2(C(O2)CC(NC(=O)CC(C(C(=O)C(C1O)C)(C)C)O)C(=CC3=CSC(=N3)C)C)C. Cell line: UACC-257. Synergy scores: CSS=6.11, Synergy_ZIP=-3.39, Synergy_Bliss=-4.95, Synergy_Loewe=-5.18, Synergy_HSA=-5.18. (4) Drug 1: CC=C1C(=O)NC(C(=O)OC2CC(=O)NC(C(=O)NC(CSSCCC=C2)C(=O)N1)C(C)C)C(C)C. Drug 2: COC1=C2C(=CC3=C1OC=C3)C=CC(=O)O2. Cell line: HCT-15. Synergy scores: CSS=-5.15, Synergy_ZIP=4.61, Synergy_Bliss=3.27, Synergy_Loewe=-5.78, Synergy_HSA=-5.15. (5) Drug 1: CN1C(=O)N2C=NC(=C2N=N1)C(=O)N. Drug 2: CC1=C(C=C(C=C1)NC(=O)C2=CC=C(C=C2)CN3CCN(CC3)C)NC4=NC=CC(=N4)C5=CN=CC=C5. Cell line: SNB-19. Synergy scores: CSS=4.59, Synergy_ZIP=1.49, Synergy_Bliss=5.14, Synergy_Loewe=1.79, Synergy_HSA=1.55. (6) Drug 1: C1CC(C1)(C(=O)O)C(=O)O.[NH2-].[NH2-].[Pt+2]. Drug 2: CC1=C(C(=O)C2=C(C1=O)N3CC4C(C3(C2COC(=O)N)OC)N4)N. Cell line: IGROV1. Synergy scores: CSS=9.90, Synergy_ZIP=-4.01, Synergy_Bliss=-1.74, Synergy_Loewe=-3.06, Synergy_HSA=-3.05.